From a dataset of Reaction yield outcomes from USPTO patents with 853,638 reactions. Predict the reaction yield, written as a fraction of the theoretical maximum amount of product (1.0 means a 100% yield; for example, 0.34 means a 34% yield). (1) The reactants are [Br:1][C:2]1[CH:3]=[C:4]([CH2:11][O:12]C2CCCCO2)[C:5]2[N:6]([CH:8]=[N:9][N:10]=2)[CH:7]=1.Cl.O1CCOCC1.C(=O)(O)[O-].[Na+]. The catalyst is CO. The product is [Br:1][C:2]1[CH:3]=[C:4]([CH2:11][OH:12])[C:5]2[N:6]([CH:8]=[N:9][N:10]=2)[CH:7]=1. The yield is 0.840. (2) The reactants are S([O-])([O-])=O.[Na+].[Na+].[NH2:7][C:8]1[N:13]=[C:12]([NH2:14])[C:11]([O:15][C:16]2[C:17]([CH:28]([CH3:30])[CH3:29])=[CH:18][C:19]([O:26][CH3:27])=[C:20]([S:22](Cl)(=[O:24])=[O:23])[CH:21]=2)=[CH:10][N:9]=1.C(=O)(O)[O-].[Na+].[CH2:36](I)[CH3:37]. The catalyst is O.O1CCOCC1. The product is [CH2:36]([S:22]([C:20]1[C:19]([O:26][CH3:27])=[CH:18][C:17]([CH:28]([CH3:30])[CH3:29])=[C:16]([CH:21]=1)[O:15][C:11]1[C:12]([NH2:14])=[N:13][C:8]([NH2:7])=[N:9][CH:10]=1)(=[O:24])=[O:23])[CH3:37]. The yield is 0.200. (3) The product is [Cl:40][C:36]1[C:35]([F:41])=[C:34]([C@@H:15]2[C@:16]([C:26]3[CH:31]=[CH:30][C:29]([Cl:32])=[CH:28][C:27]=3[F:33])([C:24]#[N:25])[C@H:17]([CH2:19][C:20]([CH3:21])([CH3:22])[CH3:23])[CH2:18][N:14]2[C:12](=[O:13])[CH2:11][C:8]2[CH:9]=[CH:10][C:5]([C:4]([OH:45])=[O:3])=[C:6]([O:42][CH2:43][CH3:44])[CH:7]=2)[CH:39]=[CH:38][CH:37]=1. The reactants are C([O:3][C:4](=[O:45])[C:5]1[CH:10]=[CH:9][C:8]([CH2:11][C:12]([N:14]2[CH2:18][C@@H:17]([CH2:19][C:20]([CH3:23])([CH3:22])[CH3:21])[C@@:16]([C:26]3[CH:31]=[CH:30][C:29]([Cl:32])=[CH:28][C:27]=3[F:33])([C:24]#[N:25])[C@H:15]2[C:34]2[CH:39]=[CH:38][CH:37]=[C:36]([Cl:40])[C:35]=2[F:41])=[O:13])=[CH:7][C:6]=1[O:42][CH2:43][CH3:44])C.[Li+].[OH-]. The yield is 0.509. The catalyst is C1COCC1.CO.